Dataset: CYP1A2 inhibition data for predicting drug metabolism from PubChem BioAssay. Task: Regression/Classification. Given a drug SMILES string, predict its absorption, distribution, metabolism, or excretion properties. Task type varies by dataset: regression for continuous measurements (e.g., permeability, clearance, half-life) or binary classification for categorical outcomes (e.g., BBB penetration, CYP inhibition). Dataset: cyp1a2_veith. (1) The drug is Cc1ccc2cn[nH]c2c1NC(=S)NC(=O)c1ccccc1. The result is 1 (inhibitor). (2) The molecule is COc1ccc(C(=O)C(CCCCC(CN(C)C)C(=O)c2ccc(OC)cc2)CN(C)C)cc1.Cl. The result is 0 (non-inhibitor). (3) The drug is C[C@H]1COC(=O)[C@H](C)NC(=O)[C@@H](C)COC(=O)[C@H](C)NC1=O. The result is 0 (non-inhibitor). (4) The molecule is C/C(=N\OC(=O)NC1CCCCC1)c1sc(-c2ccccc2)nc1C. The result is 1 (inhibitor). (5) The drug is NS(=O)(=O)c1ccc(N=Nc2c(O)c(C(=O)O)cc3ccccc23)cc1. The result is 0 (non-inhibitor). (6) The compound is CC(C)(CO)[C@H](O)C(=O)NCCC(=O)[O-].CC(C)(CO)[C@H](O)C(=O)NCCC(=O)[O-].O.[Ca+2]. The result is 0 (non-inhibitor). (7) The drug is O=C(NC(=S)Nc1cccc(Cl)c1N1CCCCC1)c1ccco1. The result is 1 (inhibitor). (8) The compound is CCN(CC)C[C@@H](O)c1ccc2ccc3ccccc3c2c1. The result is 1 (inhibitor). (9) The compound is O=C(c1cccc(F)c1)N1CCC[C@@]2(CCN(c3ccncc3)C2)C1. The result is 0 (non-inhibitor). (10) The drug is N[C@H](CCl)C(=O)O. The result is 0 (non-inhibitor).